This data is from Catalyst prediction with 721,799 reactions and 888 catalyst types from USPTO. The task is: Predict which catalyst facilitates the given reaction. (1) Reactant: [Se-2:1].[Na+].[Na+].Cl[C:5]1[CH2:10][CH2:9][CH2:8][CH2:7][C:6]=1[C:11]#[N:12].Cl[CH2:14][C:15]([O:17][CH2:18][CH3:19])=[O:16].C[O-].[Na+]. Product: [NH2:12][C:11]1[C:6]2[CH2:7][CH2:8][CH2:9][CH2:10][C:5]=2[Se:1][C:14]=1[C:15]([O:17][CH2:18][CH3:19])=[O:16]. The catalyst class is: 121. (2) Reactant: [N:1]1[CH:6]=[CH:5][CH:4]=[CH:3][C:2]=1[C:7]1[N:11]=[C:10]([C:12]2[CH:17]=[C:16]([O:18][CH3:19])[CH:15]=[C:14]([C:20]([O:22]C)=[O:21])[CH:13]=2)[O:9][N:8]=1.[OH-].[Na+]. Product: [N:1]1[CH:6]=[CH:5][CH:4]=[CH:3][C:2]=1[C:7]1[N:11]=[C:10]([C:12]2[CH:17]=[C:16]([O:18][CH3:19])[CH:15]=[C:14]([C:20]([OH:22])=[O:21])[CH:13]=2)[O:9][N:8]=1. The catalyst class is: 111. (3) Reactant: C(OP([CH2:9][C:10]([O:12][C:13]([CH3:16])([CH3:15])[CH3:14])=[O:11])(OCC)=O)C.[H-].[Na+].[CH:19]([C@H:21]1[CH2:26][CH2:25][C@H:24]([C:27]2[CH:37]=[CH:36][C:30]([C:31]([O:33][CH2:34][CH3:35])=[O:32])=[CH:29][CH:28]=2)[CH2:23][CH2:22]1)=O.S([O-])(O)(=O)=O.[K+]. Product: [C:13]([O:12][C:10](/[CH:9]=[CH:19]/[C@H:21]1[CH2:26][CH2:25][C@H:24]([C:27]2[CH:28]=[CH:29][C:30]([C:31]([O:33][CH2:34][CH3:35])=[O:32])=[CH:36][CH:37]=2)[CH2:23][CH2:22]1)=[O:11])([CH3:14])([CH3:15])[CH3:16]. The catalyst class is: 3. (4) Reactant: C([O:5][C:6]([C:8]1[CH:9]=[C:10]2[C:15](=[CH:16][CH:17]=1)[N:14]=[C:13]([NH:18][C:19]([C:21]1[C:22]([C:27]3[CH:32]=[CH:31][C:30]([C:33]([F:36])([F:35])[F:34])=[CH:29][CH:28]=3)=[CH:23][CH:24]=[CH:25][CH:26]=1)=[O:20])[CH:12]=[CH:11]2)=[O:7])(C)(C)C. Product: [F:36][C:33]([F:34])([F:35])[C:30]1[CH:29]=[CH:28][C:27]([C:22]2[C:21]([C:19]([NH:18][C:13]3[CH:12]=[CH:11][C:10]4[C:15](=[CH:16][CH:17]=[C:8]([C:6]([OH:7])=[O:5])[CH:9]=4)[N:14]=3)=[O:20])=[CH:26][CH:25]=[CH:24][CH:23]=2)=[CH:32][CH:31]=1. The catalyst class is: 89. (5) Reactant: [F:1][C:2]1[CH:22]=[CH:21][CH:20]=[CH:19][C:3]=1[O:4][CH:5]1[CH2:10][CH2:9][CH2:8][CH:7]([NH:11]C(=O)OC(C)(C)C)[CH2:6]1.[ClH:23]. Product: [ClH:23].[F:1][C:2]1[CH:22]=[CH:21][CH:20]=[CH:19][C:3]=1[O:4][CH:5]1[CH2:10][CH2:9][CH2:8][CH:7]([NH2:11])[CH2:6]1. The catalyst class is: 12.